Dataset: Forward reaction prediction with 1.9M reactions from USPTO patents (1976-2016). Task: Predict the product of the given reaction. (1) Given the reactants [C:1]([C:5]1[CH:10]=[CH:9][C:8]([N:11]2[C:15](=[O:16])[C:14]([CH3:18])([CH3:17])[N:13]([CH2:19][C:20]3[CH:25]=[CH:24][N:23]4[O:26][C:27](=S)[N:28]=[C:22]4[CH:21]=3)[C:12]2=[O:30])=[CH:7][CH:6]=1)([CH3:4])([CH3:3])[CH3:2].[N:31]1([CH2:36][CH2:37][NH2:38])[CH2:35][CH2:34][CH2:33][CH2:32]1, predict the reaction product. The product is: [C:1]([C:5]1[CH:10]=[CH:9][C:8]([N:11]2[C:15](=[O:16])[C:14]([CH3:18])([CH3:17])[N:13]([CH2:19][C:20]3[CH:25]=[CH:24][N:23]=[C:22]([NH:28][C:27]([NH:38][CH2:37][CH2:36][N:31]4[CH2:35][CH2:34][CH2:33][CH2:32]4)=[O:26])[CH:21]=3)[C:12]2=[O:30])=[CH:7][CH:6]=1)([CH3:4])([CH3:3])[CH3:2]. (2) Given the reactants [OH:1][C:2]1[CH:3]=[C:4]([CH:7]=[CH:8][CH:9]=1)[CH:5]=[O:6].CO.C[O-].[Na+].[F:15][C:16]([F:30])([F:29])[CH2:17]OS(C1C=CC(C)=CC=1)(=O)=O, predict the reaction product. The product is: [F:15][C:16]([F:30])([F:29])[CH2:17][O:1][C:2]1[CH:3]=[C:4]([CH:7]=[CH:8][CH:9]=1)[CH:5]=[O:6]. (3) Given the reactants B(Br)(Br)Br.C[O:6][C:7]1[CH:8]=[CH:9][CH:10]=[C:11]2[C:15]=1[C:14](=[O:16])[N:13]([CH3:17])[CH2:12]2.CO, predict the reaction product. The product is: [OH:6][C:7]1[CH:8]=[CH:9][CH:10]=[C:11]2[C:15]=1[C:14](=[O:16])[N:13]([CH3:17])[CH2:12]2. (4) Given the reactants FC(F)(F)[C:3]([N:5]([C@@H:7]1[CH2:16][C:15]2[C:10](=[C:11]([S:19]([NH:22][C:23]3[CH:32]=[CH:31][C:30]4[C:25](=[CH:26][CH:27]=[CH:28][CH:29]=4)[N:24]=3)(=[O:21])=[O:20])[CH:12]=[CH:13][C:14]=2[O:17][CH3:18])[O:9][CH2:8]1)C)=O.[OH-].[Na+].Cl.C(=O)([O-])O.[Na+], predict the reaction product. The product is: [CH3:18][O:17][C:14]1[CH:13]=[CH:12][C:11]([S:19]([NH:22][C:23]2[CH:32]=[CH:31][C:30]3[C:25](=[CH:26][CH:27]=[CH:28][CH:29]=3)[N:24]=2)(=[O:21])=[O:20])=[C:10]2[C:15]=1[CH2:16][C@@H:7]([NH:5][CH3:3])[CH2:8][O:9]2. (5) Given the reactants [CH2:1]([O:3][C:4](=[O:17])[CH2:5][C:6]1[N:10]2[CH:11]=[C:12]([CH:15]=O)[CH:13]=[CH:14][C:9]2=[N:8][CH:7]=1)[CH3:2].[CH3:18][NH:19][CH3:20].C([BH3-])#N.[Na+].C([O-])(O)=O.[Na+], predict the reaction product. The product is: [CH2:1]([O:3][C:4](=[O:17])[CH2:5][C:6]1[N:10]2[CH:11]=[C:12]([CH2:15][N:19]([CH3:20])[CH3:18])[CH:13]=[CH:14][C:9]2=[N:8][CH:7]=1)[CH3:2]. (6) Given the reactants C([N:8]1[CH2:13][CH2:12][CH:11]([N:14]2[C:22]3[C:17](=[N:18][CH:19]=[N:20][CH:21]=3)[NH:16][C:15]2=[O:23])[CH2:10][CH2:9]1)C1C=CC=CC=1.[ClH:24], predict the reaction product. The product is: [ClH:24].[NH:8]1[CH2:13][CH2:12][CH:11]([N:14]2[C:22]3[C:17](=[N:18][CH:19]=[N:20][CH:21]=3)[NH:16][C:15]2=[O:23])[CH2:10][CH2:9]1.